This data is from Reaction yield outcomes from USPTO patents with 853,638 reactions. The task is: Predict the reaction yield, written as a fraction of the theoretical maximum amount of product (1.0 means a 100% yield; for example, 0.34 means a 34% yield). (1) The reactants are [Cl:1][C:2]1[CH:7]=[CH:6][C:5]([C:8]2[C:9](=[O:28])[O:10][C:11]3[C:16]([C:17]=2[CH2:18][C:19]2[CH:24]=[CH:23][C:22]([OH:25])=[CH:21][CH:20]=2)=[CH:15][CH:14]=[C:13]([O:26][CH3:27])[CH:12]=3)=[CH:4][CH:3]=1.[Br:29][CH:30](Br)[CH3:31].C([O-])([O-])=O.[K+].[K+]. The catalyst is CC(C)=O. The product is [Cl:1][C:2]1[CH:3]=[CH:4][C:5]([C:8]2[C:9](=[O:28])[O:10][C:11]3[C:16]([C:17]=2[CH2:18][C:19]2[CH:24]=[CH:23][C:22]([O:25][CH2:31][CH2:30][Br:29])=[CH:21][CH:20]=2)=[CH:15][CH:14]=[C:13]([O:26][CH3:27])[CH:12]=3)=[CH:6][CH:7]=1. The yield is 0.830. (2) The reactants are [CH:1]([Mg]Br)=[CH2:2].[Cl:5][C:6]1[CH:7]=[C:8]([C:13](=[O:18])[C:14]([F:17])([F:16])[F:15])[CH:9]=[C:10]([Cl:12])[CH:11]=1. The catalyst is C1COCC1. The product is [Cl:5][C:6]1[CH:7]=[C:8]([C:13]([OH:18])([CH:1]=[CH2:2])[C:14]([F:15])([F:16])[F:17])[CH:9]=[C:10]([Cl:12])[CH:11]=1. The yield is 0.926. (3) The yield is 0.650. The reactants are Cl[C:2]1[N:7]=[CH:6][N:5]=[C:4]([NH:8][C:9]2[CH:14]=[CH:13][CH:12]=[C:11]([Br:15])[CH:10]=2)[CH:3]=1.[C:16]1([NH2:23])[CH:21]=[CH:20][CH:19]=[C:18]([NH2:22])[CH:17]=1. The catalyst is CCCCO. The product is [Br:15][C:11]1[CH:10]=[C:9]([NH:8][C:4]2[N:5]=[CH:6][N:7]=[C:2]([NH:22][C:18]3[CH:17]=[C:16]([NH2:23])[CH:21]=[CH:20][CH:19]=3)[CH:3]=2)[CH:14]=[CH:13][CH:12]=1. (4) The reactants are [NH2:1][C:2]1[CH:7]=[C:6]([Cl:8])[CH:5]=[CH:4][C:3]=1[SH:9].[CH3:10][N:11]([CH3:16])[C:12](=[O:15])[CH:13]=[CH2:14].CC(O)=O. The catalyst is C(Cl)Cl. The product is [NH2:1][C:2]1[CH:7]=[C:6]([Cl:8])[CH:5]=[CH:4][C:3]=1[S:9][CH2:14][CH2:13][C:12]([N:11]([CH3:16])[CH3:10])=[O:15]. The yield is 0.540. (5) The catalyst is CO.C1COCC1. The reactants are [Cl:1][C:2]1[CH:7]=[CH:6][C:5]([C:8]#[C:9][CH2:10][O:11][C:12]2[CH:17]=[CH:16][C:15]([S:18]([N:21]([CH2:23][C:24]([O:26]C(C)(C)C)=[O:25])[CH3:22])(=[O:20])=[O:19])=[CH:14][CH:13]=2)=[CH:4][CH:3]=1.[Li+].[OH-]. The product is [Cl:1][C:2]1[CH:7]=[CH:6][C:5]([C:8]#[C:9][CH2:10][O:11][C:12]2[CH:17]=[CH:16][C:15]([S:18]([N:21]([CH2:23][C:24]([OH:26])=[O:25])[CH3:22])(=[O:20])=[O:19])=[CH:14][CH:13]=2)=[CH:4][CH:3]=1. The yield is 0.890. (6) The reactants are [F:1][C:2]1[CH:3]=[C:4]2[C:8](=[CH:9][CH:10]=1)[NH:7][CH:6]=[CH:5]2.[CH:11](=O)[CH2:12][CH2:13][CH3:14]. No catalyst specified. The product is [F:1][C:2]1[CH:3]=[C:4]2[C:8](=[CH:9][CH:10]=1)[NH:7][CH:6]=[C:5]2[CH:11]([C:5]1[C:4]2[C:8](=[CH:9][CH:10]=[C:2]([F:1])[CH:3]=2)[NH:7][CH:6]=1)[CH2:12][CH2:13][CH3:14]. The yield is 0.450. (7) The reactants are [CH3:1][C:2]([Si:5]([CH3:16])([CH3:15])[O:6][C:7]1[CH:8]=[C:9]([CH:12]=[CH:13][CH:14]=1)[C:10]#[N:11])([CH3:4])[CH3:3]. The catalyst is [Pd].CO. The product is [CH3:4][C:2]([Si:5]([CH3:16])([CH3:15])[O:6][C:7]1[CH:8]=[C:9]([CH2:10][NH2:11])[CH:12]=[CH:13][CH:14]=1)([CH3:1])[CH3:3]. The yield is 0.950.